From a dataset of M1 muscarinic receptor antagonist screen with 61,756 compounds. Binary Classification. Given a drug SMILES string, predict its activity (active/inactive) in a high-throughput screening assay against a specified biological target. (1) The drug is Fc1ccc(NC(=O)c2c(N3CCOCC3)nccc2)cc1. The result is 0 (inactive). (2) The compound is Brc1cc(C(=S)N2CCN(CC2)C)ccc1OC. The result is 0 (inactive). (3) The molecule is S(=O)(=O)(N1CCN(CC1)c1c(CC)cccc1)c1c(OC)ccc(OC)c1. The result is 0 (inactive). (4) The drug is S(CCC(NC(OC(C)(C)C)=O)c1oc(SCC(C)=C)nn1)C. The result is 0 (inactive). (5) The drug is OC1N(Cc2occc2)C(=O)c2c1cccc2. The result is 0 (inactive). (6) The compound is S1(=O)(=O)CC(N(c2ccc(OC)cc2)C(=O)CCC)C=C1. The result is 0 (inactive). (7) The compound is S1C(CN=C1c1ccc(OC)cc1)CSc1n(nnn1)C. The result is 0 (inactive).